From a dataset of Full USPTO retrosynthesis dataset with 1.9M reactions from patents (1976-2016). Predict the reactants needed to synthesize the given product. (1) Given the product [CH3:35][O:34][C:13]1[CH:12]=[C:11]([O:10][C@H:40]2[C@@H:45]3[O:46][C:47](=[O:49])[O:48][C@@H:44]3[C@@H:43]([O:50][CH3:51])[C:42]([CH3:53])([CH3:52])[O:41]2)[C:20]([CH3:21])=[C:19]2[C:14]=1[CH:15]=[C:16]([NH:23][C:24](=[O:33])[O:25][CH2:26][C:27]1[CH:28]=[CH:29][CH:30]=[CH:31][CH:32]=1)[C:17](=[O:22])[O:18]2, predict the reactants needed to synthesize it. The reactants are: B(F)(F)F.CCOCC.[OH:10][C:11]1[C:20]([CH3:21])=[C:19]2[C:14]([CH:15]=[C:16]([NH:23][C:24](=[O:33])[O:25][CH2:26][C:27]3[CH:32]=[CH:31][CH:30]=[CH:29][CH:28]=3)[C:17](=[O:22])[O:18]2)=[C:13]([O:34][CH3:35])[CH:12]=1.ClC(Cl)(Cl)C(=N)O[C@H:40]1[C@@H:45]2[O:46][C:47](=[O:49])[O:48][C@@H:44]2[C@@H:43]([O:50][CH3:51])[C:42]([CH3:53])([CH3:52])[O:41]1.C(N(CC)CC)C. (2) Given the product [ClH:25].[CH3:1][N:2]([CH3:17])[CH:3]1[CH2:8][CH2:7][C:6]([C:9]2[C:10]([F:16])=[C:11]([NH:15][C:23](=[O:24])[C:22]3[CH:26]=[CH:27][C:19]([F:18])=[CH:20][CH:21]=3)[CH:12]=[CH:13][CH:14]=2)=[CH:5][CH2:4]1, predict the reactants needed to synthesize it. The reactants are: [CH3:1][N:2]([CH3:17])[CH:3]1[CH2:8][CH2:7][C:6]([C:9]2[C:10]([F:16])=[C:11]([NH2:15])[CH:12]=[CH:13][CH:14]=2)=[CH:5][CH2:4]1.[F:18][C:19]1[CH:27]=[CH:26][C:22]([C:23]([Cl:25])=[O:24])=[CH:21][CH:20]=1. (3) Given the product [NH2:10][CH2:11][CH2:12][CH2:13][CH2:14][C@H:15]([NH:27][C:28]([CH:30]1[CH2:39][CH2:38][C:37]2[C:32](=[CH:33][CH:34]=[CH:35][CH:36]=2)[CH2:31]1)=[O:29])[C:16]([C:18]1[S:19][C:20]2[CH:26]=[CH:25][CH:24]=[CH:23][C:21]=2[N:22]=1)=[O:17], predict the reactants needed to synthesize it. The reactants are: C(OC(=O)[NH:10][CH2:11][CH2:12][CH2:13][CH2:14][C@H:15]([NH:27][C:28]([CH:30]1[CH2:39][CH2:38][C:37]2[C:32](=[CH:33][CH:34]=[CH:35][CH:36]=2)[CH2:31]1)=[O:29])[C:16]([C:18]1[S:19][C:20]2[CH:26]=[CH:25][CH:24]=[CH:23][C:21]=2[N:22]=1)=[O:17])C1C=CC=CC=1.Br.CC(O)=O. (4) Given the product [O-:15][S:13]([C:16]([F:19])([F:18])[F:17])(=[O:14])=[O:12].[S:1]1[CH:5]=[CH:4][CH:3]=[C:2]1[S+:6]([C:7]1[S:8][CH:9]=[CH:10][CH:11]=1)[C:20]1[CH:25]=[CH:24][CH:23]=[CH:22][CH:21]=1, predict the reactants needed to synthesize it. The reactants are: [S:1]1[CH:5]=[CH:4][CH:3]=[C:2]1[S:6][C:7]1[S:8][CH:9]=[CH:10][CH:11]=1.[O-:12][S:13]([C:16]([F:19])([F:18])[F:17])(=[O:15])=[O:14].[C:20]1([I+]C2C=CC=CC=2)[CH:25]=[CH:24][CH:23]=[CH:22][CH:21]=1.C(OCC)C. (5) Given the product [F:44][CH:42]([F:43])[C:32]1[N:31]([C:21]2[N:22]=[C:23]([N:25]3[CH2:30][CH2:29][O:28][CH2:27][CH2:26]3)[N:24]=[C:19]([NH:1][C:2]3[CH:7]=[CH:6][N:5]=[CH:4][N:3]=3)[N:20]=2)[C:35]2[CH:36]=[CH:37][CH:38]=[C:39]([O:40][CH3:41])[C:34]=2[N:33]=1, predict the reactants needed to synthesize it. The reactants are: [NH2:1][C:2]1[CH:7]=[CH:6][N:5]=[CH:4][N:3]=1.C[Si]([N-][Si](C)(C)C)(C)C.[Na+].Cl[C:19]1[N:24]=[C:23]([N:25]2[CH2:30][CH2:29][O:28][CH2:27][CH2:26]2)[N:22]=[C:21]([N:31]2[C:35]3[CH:36]=[CH:37][CH:38]=[C:39]([O:40][CH3:41])[C:34]=3[N:33]=[C:32]2[CH:42]([F:44])[F:43])[N:20]=1.C(O)(=O)C. (6) Given the product [CH:16]1([N:7]2[CH2:8][C:9]([F:15])([F:14])[C:10](=[O:13])[N:11]([CH3:12])[C:5]3[CH:4]=[N:3][C:2]([NH:22][C:23]4[CH:31]=[CH:30][C:26]([C:27]([OH:29])=[O:28])=[CH:25][C:24]=4[F:32])=[N:21][C:6]2=3)[CH2:20][CH2:19][CH2:18][CH2:17]1, predict the reactants needed to synthesize it. The reactants are: Cl[C:2]1[N:3]=[CH:4][C:5]2[N:11]([CH3:12])[C:10](=[O:13])[C:9]([F:15])([F:14])[CH2:8][N:7]([CH:16]3[CH2:20][CH2:19][CH2:18][CH2:17]3)[C:6]=2[N:21]=1.[NH2:22][C:23]1[CH:31]=[CH:30][C:26]([C:27]([OH:29])=[O:28])=[CH:25][C:24]=1[F:32].C(O)C.O.Cl. (7) The reactants are: [F:1][C:2]1([F:30])[CH2:10][C@@H:9]2[C@@H:5]([C@@H:6]([CH3:12])[O:7][C:8]2=[O:11])[C@@H:4](/[CH:13]=[CH:14]/[C:15]2[N:20]=[CH:19][C:18]([C:21]3[CH:28]=[CH:27][CH:26]=[CH:25][C:22]=3[C:23]#[N:24])=[CH:17][CH:16]=2)[C@@H:3]1[CH3:29].C[Si]([N-:35][Si](C)(C)C)(C)C.[Li+].C(C([O:45][CH3:46])=O)#N. Given the product [C:23]([C:22]1[CH:25]=[CH:26][CH:27]=[CH:28][C:21]=1[C:18]1[CH:17]=[CH:16][C:15](/[CH:14]=[CH:13]/[C@@H:4]2[C@H:5]3[C@:9]([C:46]([NH2:35])=[O:45])([C:8](=[O:11])[O:7][C@@H:6]3[CH3:12])[CH2:10][C:2]([F:1])([F:30])[C@H:3]2[CH3:29])=[N:20][CH:19]=1)#[N:24], predict the reactants needed to synthesize it.